The task is: Predict the product of the given reaction.. This data is from Forward reaction prediction with 1.9M reactions from USPTO patents (1976-2016). (1) Given the reactants Br[C:2]1[CH:3]=[C:4]([Br:15])[CH:5]=[C:6]([CH2:8][C:9]2[CH:14]=[CH:13][CH:12]=[CH:11][CH:10]=2)[CH:7]=1.[Li]CCCC.Cl[C:22]1[CH:27]=[N:26][CH:25]=[CH:24][N:23]=1, predict the reaction product. The product is: [CH2:8]([C:6]1[CH:7]=[C:2]([C:22]2[CH:27]=[N:26][CH:25]=[CH:24][N:23]=2)[CH:3]=[C:4]([Br:15])[CH:5]=1)[C:9]1[CH:14]=[CH:13][CH:12]=[CH:11][CH:10]=1. (2) The product is: [NH2:8][C:5]1[CH:6]=[CH:7][C:2]([CH3:1])=[C:3]([NH:11][C:12]2[N:17]=[C:16]([C:18]3[CH:19]=[N:20][CH:21]=[CH:22][CH:23]=3)[CH:15]=[CH:14][N:13]=2)[CH:4]=1. Given the reactants [CH3:1][C:2]1[CH:7]=[CH:6][C:5]([N+:8]([O-])=O)=[CH:4][C:3]=1[NH:11][C:12]1[N:17]=[C:16]([C:18]2[CH:19]=[N:20][CH:21]=[CH:22][CH:23]=2)[CH:15]=[CH:14][N:13]=1, predict the reaction product.